Dataset: Reaction yield outcomes from USPTO patents with 853,638 reactions. Task: Predict the reaction yield, written as a fraction of the theoretical maximum amount of product (1.0 means a 100% yield; for example, 0.34 means a 34% yield). (1) The reactants are [CH3:1][O:2][CH2:3][C:4](=[O:24])[C:5](=[N:10][NH:11][C:12]1[C:22]([F:23])=[CH:21][C:15]2[O:16][C:17]([F:20])([F:19])[O:18][C:14]=2[CH:13]=1)[C:6]([O:8][CH3:9])=[O:7].[CH3:25]OC(OC)N(C)C. No catalyst specified. The product is [CH3:1][O:2][C:3]1[C:4](=[O:24])[C:5]([C:6]([O:8][CH3:9])=[O:7])=[N:10][N:11]([C:12]2[C:22]([F:23])=[CH:21][C:15]3[O:16][C:17]([F:20])([F:19])[O:18][C:14]=3[CH:13]=2)[CH:25]=1. The yield is 0.240. (2) The reactants are [C:1]1([C:7]2[NH:8][C:9](=O)[S:10][CH:11]=2)[CH:6]=[CH:5][CH:4]=[CH:3][CH:2]=1.P(Br)(Br)([Br:15])=O. No catalyst specified. The product is [Br:15][C:9]1[S:10][CH:11]=[C:7]([C:1]2[CH:6]=[CH:5][CH:4]=[CH:3][CH:2]=2)[N:8]=1. The yield is 0.730.